Task: Predict the reactants needed to synthesize the given product.. Dataset: Full USPTO retrosynthesis dataset with 1.9M reactions from patents (1976-2016) (1) Given the product [C:19]([O:18][C:16]([N:11]1[C:10]([NH2:13])=[CH:9][C:8]([C:5]2[CH:6]=[N:7][C:2]([CH3:1])=[CH:3][CH:4]=2)=[N:12]1)=[O:17])([CH3:22])([CH3:21])[CH3:20], predict the reactants needed to synthesize it. The reactants are: [CH3:1][C:2]1[N:7]=[CH:6][C:5]([C:8]2[CH:9]=[C:10]([NH2:13])[NH:11][N:12]=2)=[CH:4][CH:3]=1.[OH-].[K+].[C:16](O[C:16]([O:18][C:19]([CH3:22])([CH3:21])[CH3:20])=[O:17])([O:18][C:19]([CH3:22])([CH3:21])[CH3:20])=[O:17]. (2) Given the product [CH2:16]([N:23]1[CH2:28][CH2:27][CH:26]([CH:29]([OH:30])[CH2:31][N:1]2[CH2:6][CH2:5][CH:4]([C:7]3[C:15]4[C:10](=[CH:11][CH:12]=[CH:13][CH:14]=4)[NH:9][CH:8]=3)[CH2:3][CH2:2]2)[CH2:25][CH2:24]1)[C:17]1[CH:22]=[CH:21][CH:20]=[CH:19][CH:18]=1, predict the reactants needed to synthesize it. The reactants are: [NH:1]1[CH2:6][CH2:5][CH:4]([C:7]2[C:15]3[C:10](=[CH:11][CH:12]=[CH:13][CH:14]=3)[NH:9][CH:8]=2)[CH2:3][CH2:2]1.[CH2:16]([N:23]1[CH2:28][CH2:27][CH:26]([CH:29]2[CH2:31][O:30]2)[CH2:25][CH2:24]1)[C:17]1[CH:22]=[CH:21][CH:20]=[CH:19][CH:18]=1. (3) Given the product [CH3:31][O:30][CH2:29][C:27]1[N:26]=[CH:25][N:24]=[C:23]([NH:20][C:21]2[O:13][C@:5]3([CH2:4][N:3]=2)[CH:10]2[CH2:9][CH2:8][N:7]([CH2:12][CH2:11]2)[CH2:6]3)[CH:28]=1, predict the reactants needed to synthesize it. The reactants are: Cl.Cl.[NH2:3][CH2:4][C@@:5]1([OH:13])[CH:10]2[CH2:11][CH2:12][N:7]([CH2:8][CH2:9]2)[CH2:6]1.C(=O)([O-])[O-].[Cs+].[Cs+].[N:20]([C:23]1[CH:28]=[C:27]([CH2:29][O:30][CH3:31])[N:26]=[CH:25][N:24]=1)=[C:21]=S.C(N=C=NC(C)C)(C)C. (4) Given the product [CH3:1][O:2][C:3]1[CH:10]=[CH:9][CH:8]=[C:5]([CH:6]=[CH:14][N+:11]([O-:13])=[O:12])[CH:4]=1, predict the reactants needed to synthesize it. The reactants are: [CH3:1][O:2][C:3]1[CH:4]=[C:5]([CH:8]=[CH:9][CH:10]=1)[CH:6]=O.[N+:11]([CH3:14])([O-:13])=[O:12].[OH-].[Na+]. (5) Given the product [C:60]([O:64][C:23](=[O:56])[NH:20][C:29]1[CH:28]=[C:27]([CH:35]([S:44]([C:47]2[CH:48]=[CH:49][C:50]([Cl:53])=[CH:51][CH:52]=2)(=[O:45])=[O:46])[C:36]2[CH:41]=[C:40]([F:42])[CH:39]=[CH:38][C:37]=2[F:43])[C:26]([Br:25])=[CH:31][N:30]=1)([CH3:63])([CH3:62])[CH3:61], predict the reactants needed to synthesize it. The reactants are: C1(P(N=[N+]=[N-])(C2C=CC=CC=2)=O)C=CC=CC=1.C([N:20]([CH2:23]C)CC)C.[Br:25][C:26]1[C:27]([CH:35]([S:44]([C:47]2[CH:52]=[CH:51][C:50]([Cl:53])=[CH:49][CH:48]=2)(=[O:46])=[O:45])[C:36]2[CH:41]=[C:40]([F:42])[CH:39]=[CH:38][C:37]=2[F:43])=[CH:28][C:29](C(O)=O)=[N:30][CH:31]=1.C(OCC)(=[O:56])C.[C:60]([OH:64])([CH3:63])([CH3:62])[CH3:61]. (6) Given the product [C:1]([O:5][C:6](=[O:22])[NH:7][CH:8]([C:9]1[CH:10]=[CH:11][C:12]([O:15][C:16]([F:18])([F:19])[F:17])=[CH:13][CH:14]=1)[CH2:20][NH2:21])([CH3:4])([CH3:2])[CH3:3], predict the reactants needed to synthesize it. The reactants are: [C:1]([O:5][C:6](=[O:22])[NH:7][CH:8]([C:20]#[N:21])[C:9]1[CH:14]=[CH:13][C:12]([O:15][C:16]([F:19])([F:18])[F:17])=[CH:11][CH:10]=1)([CH3:4])([CH3:3])[CH3:2].[BH4-].[Na+].Cl.[OH-].[Na+].